From a dataset of Full USPTO retrosynthesis dataset with 1.9M reactions from patents (1976-2016). Predict the reactants needed to synthesize the given product. (1) Given the product [Cl:1][C:2]1[CH:3]=[CH:4][C:5]([O:29][CH:30]([F:32])[F:31])=[C:6]([C:8]2[C:12]([NH:13][C:14]([C:16]3[CH:17]=[N:18][N:19]4[CH:24]=[CH:23][CH:22]=[N:21][C:20]=34)=[O:15])=[CH:11][N:10]([CH2:25][C:26]([N:44]3[CH2:43][CH2:42][CH:41]([N:38]4[CH2:37][CH2:36][N:35]([CH3:34])[CH2:40][CH2:39]4)[CH2:46][CH2:45]3)=[O:28])[N:9]=2)[CH:7]=1, predict the reactants needed to synthesize it. The reactants are: [Cl:1][C:2]1[CH:3]=[CH:4][C:5]([O:29][CH:30]([F:32])[F:31])=[C:6]([C:8]2[C:12]([NH:13][C:14]([C:16]3[CH:17]=[N:18][N:19]4[CH:24]=[CH:23][CH:22]=[N:21][C:20]=34)=[O:15])=[CH:11][N:10]([CH2:25][C:26]([OH:28])=O)[N:9]=2)[CH:7]=1.Cl.[CH3:34][N:35]1[CH2:40][CH2:39][N:38]([CH:41]2[CH2:46][CH2:45][NH:44][CH2:43][CH2:42]2)[CH2:37][CH2:36]1.CCN(C(C)C)C(C)C.CN(C(ON1N=NC2C=CC=NC1=2)=[N+](C)C)C.F[P-](F)(F)(F)(F)F. (2) Given the product [CH3:22][N:23]([CH3:28])[CH2:24][CH2:25][CH2:26][NH:27][C:2]1[N:11]=[C:10]([N:12]([C:14]2[CH:19]=[CH:18][C:17]([O:20][CH3:21])=[CH:16][CH:15]=2)[CH3:13])[C:9]2[C:4](=[CH:5][CH:6]=[CH:7][CH:8]=2)[N:3]=1, predict the reactants needed to synthesize it. The reactants are: Cl[C:2]1[N:11]=[C:10]([N:12]([C:14]2[CH:19]=[CH:18][C:17]([O:20][CH3:21])=[CH:16][CH:15]=2)[CH3:13])[C:9]2[C:4](=[CH:5][CH:6]=[CH:7][CH:8]=2)[N:3]=1.[CH3:22][N:23]([CH3:28])[CH2:24][CH2:25][CH2:26][NH2:27]. (3) Given the product [CH3:1][O:2][C:3]1[CH:12]=[C:11]2[C:6]([CH:7]=[CH:8][C:9](=[O:16])[N:10]2[CH2:13][CH2:14][N:17]2[CH2:22][CH2:21][O:20][C@@H:19]([CH2:23][NH:24][C:25](=[O:31])[O:26][C:27]([CH3:29])([CH3:28])[CH3:30])[CH2:18]2)=[N:5][CH:4]=1, predict the reactants needed to synthesize it. The reactants are: [CH3:1][O:2][C:3]1[CH:12]=[C:11]2[C:6]([CH:7]=[CH:8][C:9](=[O:16])[N:10]2[CH2:13][CH:14]=O)=[N:5][CH:4]=1.[NH:17]1[CH2:22][CH2:21][O:20][C@@H:19]([CH2:23][NH:24][C:25](=[O:31])[O:26][C:27]([CH3:30])([CH3:29])[CH3:28])[CH2:18]1.[O-]S([O-])(=O)=O.[Na+].[Na+].[BH-](OC(C)=O)(OC(C)=O)OC(C)=O.[Na+]. (4) Given the product [F:2][C:3]1[CH:11]=[C:10]2[C:6]([C:7]([C:21]3[CH:22]=[CH:23][C:24]([NH:27][C:35](=[O:36])[CH3:34])=[N:25][CH:26]=3)=[CH:8][N:9]2[S:12]([C:15]2[CH:16]=[CH:17][CH:18]=[CH:19][CH:20]=2)(=[O:13])=[O:14])=[CH:5][CH:4]=1, predict the reactants needed to synthesize it. The reactants are: Cl.[F:2][C:3]1[CH:11]=[C:10]2[C:6]([C:7]([C:21]3[CH:22]=[CH:23][C:24]([NH2:27])=[N:25][CH:26]=3)=[CH:8][N:9]2[S:12]([C:15]2[CH:20]=[CH:19][CH:18]=[CH:17][CH:16]=2)(=[O:14])=[O:13])=[CH:5][CH:4]=1.N1C=CC=CC=1.[CH3:34][C:35](OC(C)=O)=[O:36].